From a dataset of Catalyst prediction with 721,799 reactions and 888 catalyst types from USPTO. Predict which catalyst facilitates the given reaction. (1) Reactant: Cl.Cl.[NH2:3][C@H:4]1[CH:9]2[CH2:10][CH2:11][N:6]([CH2:7][CH2:8]2)[CH2:5]1.[H-].[Na+].O=[CH:15][CH2:16][N:17]1[C:21]2[C:22]([C:26]([O:28][CH3:29])=[O:27])=[CH:23][CH:24]=[CH:25][C:20]=2[N:19]=[CH:18]1.C(O[BH-](OC(=O)C)OC(=O)C)(=O)C.[Na+]. Product: [N:6]12[CH2:11][CH2:10][CH:9]([CH2:8][CH2:7]1)[C@H:4]([NH:3][CH2:15][CH2:16][N:17]1[C:21]3[C:22]([C:26]([O:28][CH3:29])=[O:27])=[CH:23][CH:24]=[CH:25][C:20]=3[N:19]=[CH:18]1)[CH2:5]2. The catalyst class is: 322. (2) Reactant: [CH3:1][CH2:2][CH2:3][CH2:4][CH2:5][CH2:6][CH2:7][CH2:8][C:9]1[CH:10]=[CH:11][C:12]([CH2:15][CH2:16][C:17]([NH2:22])([CH2:20][OH:21])[CH2:18][OH:19])=[CH:13][CH:14]=1.[ClH:23].[C:24]([OH:30])(=[O:29])[CH2:25][C:26]([OH:28])=[O:27]. Product: [CH3:1][CH2:2][CH2:3][CH2:4][CH2:5][CH2:6][CH2:7][CH2:8][C:9]1[CH:14]=[CH:13][C:12]([CH2:15][CH2:16][C:17]([NH2:22])([CH2:18][OH:19])[CH2:20][OH:21])=[CH:11][CH:10]=1.[ClH:23].[C:24]([O-:30])(=[O:29])[CH2:25][C:26]([O-:28])=[O:27]. The catalyst class is: 13. (3) Reactant: CS([O:5][C@H:6]([C:8]1[O:9][CH:10]=[C:11]([C:13]2[CH:18]=[CH:17][C:16]([C:19]([F:22])([F:21])[F:20])=[CH:15][CH:14]=2)[N:12]=1)[CH3:7])(=O)=O.C([O-])([O-])=O.[K+].[K+].[F:29][C:30]1[C:38](O)=[CH:37][CH:36]=[C:35]([F:40])[C:31]=1[C:32]([NH2:34])=[O:33]. Product: [F:29][C:30]1[C:38]([O:5][C@@H:6]([C:8]2[O:9][CH:10]=[C:11]([C:13]3[CH:18]=[CH:17][C:16]([C:19]([F:22])([F:21])[F:20])=[CH:15][CH:14]=3)[N:12]=2)[CH3:7])=[CH:37][CH:36]=[C:35]([F:40])[C:31]=1[C:32]([NH2:34])=[O:33]. The catalyst class is: 3. (4) Reactant: CO[C:3]([C:5]1[N:6]=[CH:7][C:8]2[C:9](=[O:23])[N:10]([CH2:16][C:17]3[CH:22]=[CH:21][CH:20]=[CH:19][CH:18]=3)[CH:11]=[CH:12][C:13]=2[C:14]=1[OH:15])=[O:4].[CH2:24]([NH2:27])[CH2:25][CH3:26].C(O)(=O)C.O. Product: [CH2:24]([NH:27][C:3]([C:5]1[N:6]=[CH:7][C:8]2[C:9](=[O:23])[N:10]([CH2:16][C:17]3[CH:22]=[CH:21][CH:20]=[CH:19][CH:18]=3)[CH:11]=[CH:12][C:13]=2[C:14]=1[OH:15])=[O:4])[CH2:25][CH3:26]. The catalyst class is: 14. (5) Reactant: Br[C:2]1[CH:14]=[CH:13][C:12]2[C:11]3[C:6](=[CH:7][C:8]([C:15]4[CH:20]=[CH:19][C:18]([O:21][CH3:22])=[CH:17][C:16]=4[C:23]4[CH:28]=[CH:27][CH:26]=[CH:25][CH:24]=4)=[CH:9][CH:10]=3)[N:5]([C:29]3[CH:34]=[CH:33][CH:32]=[CH:31][CH:30]=3)[C:4]=2[CH:3]=1.[C:35]1([C:44]2[CH:49]=[CH:48][CH:47]=[CH:46][CH:45]=2)[CH:40]=[CH:39][CH:38]=[CH:37][C:36]=1B(O)O.C([O-])([O-])=O.[Na+].[Na+].CCO. Product: [C:35]1([C:44]2[CH:49]=[CH:48][CH:47]=[CH:46][CH:45]=2)[CH:40]=[CH:39][CH:38]=[CH:37][C:36]=1[C:2]1[CH:14]=[CH:13][C:12]2[C:11]3[C:6](=[CH:7][C:8]([C:15]4[CH:20]=[CH:19][C:18]([O:21][CH3:22])=[CH:17][C:16]=4[C:23]4[CH:28]=[CH:27][CH:26]=[CH:25][CH:24]=4)=[CH:9][CH:10]=3)[N:5]([C:29]3[CH:34]=[CH:33][CH:32]=[CH:31][CH:30]=3)[C:4]=2[CH:3]=1. The catalyst class is: 206.